This data is from Forward reaction prediction with 1.9M reactions from USPTO patents (1976-2016). The task is: Predict the product of the given reaction. (1) Given the reactants [NH2:1][C:2]1[C:3]2[C:10]([C:11]3[CH:16]=[CH:15][C:14]([O:17][C:18]4[CH:23]=[CH:22][CH:21]=[CH:20][CH:19]=4)=[CH:13][CH:12]=3)=[C:9](C#N)[N:8]([C@@H:26]3[CH2:30][CH2:29][N:28](C(OC(C)(C)C)=O)[CH2:27]3)[C:4]=2[N:5]=[CH:6][N:7]=1.[OH-:38].[Na+].[CH2:40]([OH:43])CO.O, predict the reaction product. The product is: [NH2:1][C:2]1[C:3]2[C:10]([C:11]3[CH:12]=[CH:13][C:14]([O:17][C:18]4[CH:19]=[CH:20][CH:21]=[CH:22][CH:23]=4)=[CH:15][CH:16]=3)=[C:9]([C:40]([OH:43])=[O:38])[N:8]([C@@H:26]3[CH2:30][CH2:29][NH:28][CH2:27]3)[C:4]=2[N:5]=[CH:6][N:7]=1. (2) Given the reactants [CH3:1][C:2]1[C:3]([N+:13]([O-])=O)=[C:4]([C:8]2[NH:9][CH:10]=[CH:11][N:12]=2)[CH:5]=[CH:6][CH:7]=1, predict the reaction product. The product is: [NH:9]1[CH:10]=[CH:11][N:12]=[C:8]1[C:4]1[CH:5]=[CH:6][CH:7]=[C:2]([CH3:1])[C:3]=1[NH2:13].